This data is from Reaction yield outcomes from USPTO patents with 853,638 reactions. The task is: Predict the reaction yield, written as a fraction of the theoretical maximum amount of product (1.0 means a 100% yield; for example, 0.34 means a 34% yield). (1) The reactants are [CH3:1][C:2]1[O:6][N:5]=[C:4]([C:7]2[CH:12]=[CH:11][CH:10]=[CH:9][CH:8]=2)[C:3]=1[CH2:13][O:14][C:15]1[CH:23]=[CH:22][C:18]([C:19]([OH:21])=O)=[CH:17][N:16]=1.[NH2:24][CH2:25][C:26]1[CH:31]=[CH:30][CH:29]=[CH:28][N:27]=1. No catalyst specified. The product is [CH3:1][C:2]1[O:6][N:5]=[C:4]([C:7]2[CH:8]=[CH:9][CH:10]=[CH:11][CH:12]=2)[C:3]=1[CH2:13][O:14][C:15]1[CH:23]=[CH:22][C:18]([C:19]([NH:24][CH2:25][C:26]2[CH:31]=[CH:30][CH:29]=[CH:28][N:27]=2)=[O:21])=[CH:17][N:16]=1. The yield is 0.740. (2) The reactants are [F:1]C1N=C(F)N=C(F)N=1.N1C=CC=CC=1.[CH:16]1([CH2:21][C@H:22]([CH2:26][N:27]([CH:36]=[O:37])[O:28][CH2:29][C:30]2[CH:35]=[CH:34][CH:33]=[CH:32][CH:31]=2)[C:23](O)=[O:24])[CH2:20][CH2:19][CH2:18][CH2:17]1.C(O)(=O)CC(CC(O)=O)(C(O)=O)O. The catalyst is ClCCl. The product is [CH:16]1([CH2:21][C@H:22]([CH2:26][N:27]([CH:36]=[O:37])[O:28][CH2:29][C:30]2[CH:35]=[CH:34][CH:33]=[CH:32][CH:31]=2)[C:23]([F:1])=[O:24])[CH2:20][CH2:19][CH2:18][CH2:17]1. The yield is 0.647.